From a dataset of Experimentally validated miRNA-target interactions with 360,000+ pairs, plus equal number of negative samples. Binary Classification. Given a miRNA mature sequence and a target amino acid sequence, predict their likelihood of interaction. (1) The miRNA is hsa-miR-3934-5p with sequence UCAGGUGUGGAAACUGAGGCAG. The protein sequence of the target gene is MASGSNWLSGVNVVLVMAYGSLVFVLLFIFVKRQIMRFAMKSRRGPHVPVGHNAPKDLKEEIDIRLSRVQDIKYEPQLLADDDARLLQLETQGNQSCYNYLYRMKALDAIRTSEIPFHSEGRHPRSLMGKNFRSYLLDLRNTSTPFKGVRKALIDTLLDGYETARYGTGVFGQNEYLRYQEALSELATAVKARIGSSQRHHQSAAKDLTQSPEVSPTTIQVTYLPSSQKSKRAKHFLELKSFKDNYNTLESTL. Result: 1 (interaction). (2) The miRNA is hsa-miR-431-3p with sequence CAGGUCGUCUUGCAGGGCUUCU. The protein sequence of the target gene is MSTPSRFKKDKEIIAEYESQVKEIRAQLVEQQKCLEQQTEMRVQLLQDLQDFFRKKAEIETEYSRNLEKLAERFMAKTRSTKDHQQFKKDQNLLSPVNCWYLLLNQVRRESKDHATLSDIYLNNVIMRFMQISEDSTRMFKKSKEIAFQLHEDLMKVLNELYTVMKTYHMYHSESISAESKLKEAEKQEEKQIGRSGDPVFHIRLEERHQRRSSVKKIEKMKEKRQAKYSENKLKSIKARNEYLLTLEATNASVFKYYIHDLSDLIDCCDLGYHASLNRALRTYLSAEYNLETSRHEGLD.... Result: 0 (no interaction).